Dataset: Reaction yield outcomes from USPTO patents with 853,638 reactions. Task: Predict the reaction yield, written as a fraction of the theoretical maximum amount of product (1.0 means a 100% yield; for example, 0.34 means a 34% yield). (1) The reactants are [Cl:1][C:2]1[N:7]=[CH:6][C:5]([C:8](Cl)=[O:9])=[CH:4][CH:3]=1.[CH3:11][C:12]([CH3:16])([CH3:15])[CH2:13][OH:14]. The catalyst is C1(C)C=CC=CC=1.CCOC(C)=O. The product is [Cl:1][C:2]1[N:7]=[CH:6][C:5]([C:8]([O:14][CH2:13][C:12]([CH3:16])([CH3:15])[CH3:11])=[O:9])=[CH:4][CH:3]=1. The yield is 0.920. (2) The catalyst is C1COCC1.ClCCl. The product is [Cl:10][C:6]1[C:7]2[CH:8]=[CH:30][C:31](=[O:32])[N:23]([C:22]3[CH:24]=[CH:25][C:26]([F:28])=[CH:27][C:21]=3[F:20])[C:2]=2[N:3]=[C:4]([S:11][CH3:12])[N:5]=1. The reactants are Cl[C:2]1[C:7]([CH:8]=O)=[C:6]([Cl:10])[N:5]=[C:4]([S:11][CH3:12])[N:3]=1.CCN(CC)CC.[F:20][C:21]1[CH:27]=[C:26]([F:28])[CH:25]=[CH:24][C:22]=1[NH2:23].F[C:30](F)(F)[CH2:31][O:32]P(CC(OC)=O)(=O)OCC(F)(F)F. The yield is 0.520. (3) The reactants are [CH:1]1[C:2]([CH2:19][C:20]([OH:22])=[O:21])=[CH:3][C:4]([I:18])=[C:5]([O:8][C:9]2[CH:10]=[C:11]([I:17])[C:12]([OH:16])=[C:13]([I:15])[CH:14]=2)[C:6]=1[I:7].O=S(Cl)Cl.O.[CH3:28]O. No catalyst specified. The product is [CH3:28][O:21][C:20](=[O:22])[CH2:19][C:2]1[CH:1]=[C:6]([I:7])[C:5]([O:8][C:9]2[CH:10]=[C:11]([I:17])[C:12]([OH:16])=[C:13]([I:15])[CH:14]=2)=[C:4]([I:18])[CH:3]=1. The yield is 0.610. (4) The reactants are Cl[C:2]1[CH:7]=[C:6]([N:8]([CH3:33])[C:9]2[C:10]([CH:30]3[CH2:32][CH2:31]3)=[N:11][C:12]([N:17]3[CH2:22][CH2:21][N:20]([C:23](=[O:28])[CH2:24][CH2:25][O:26][CH3:27])[C@H:19]([CH3:29])[CH2:18]3)=[C:13]([CH:16]=2)[C:14]#[N:15])[CH:5]=[CH:4][N:3]=1.[K].[CH:35]([B-](F)(F)F)=[CH2:36].[H+].CCN(C(C)C)C(C)C. The catalyst is C(O)(C)C.O.C1C=CC(P(C2C=CC=CC=2)[C-]2C=CC=C2)=CC=1.C1C=CC(P(C2C=CC=CC=2)[C-]2C=CC=C2)=CC=1.Cl[Pd]Cl.[Fe+2]. The product is [CH:30]1([C:10]2[C:9]([N:8]([CH3:33])[C:6]3[CH:5]=[CH:4][N:3]=[C:2]([CH:35]=[CH2:36])[CH:7]=3)=[CH:16][C:13]([C:14]#[N:15])=[C:12]([N:17]3[CH2:22][CH2:21][N:20]([C:23](=[O:28])[CH2:24][CH2:25][O:26][CH3:27])[C@H:19]([CH3:29])[CH2:18]3)[N:11]=2)[CH2:32][CH2:31]1. The yield is 0.275. (5) The reactants are [F:1][C:2]1[CH:3]=[C:4]([N+:9]([O-:11])=[O:10])[CH:5]=[CH:6][C:7]=1F.[CH3:12][N:13]1[CH2:18][CH2:17][NH:16][CH2:15][CH2:14]1. The catalyst is C(#N)C. The product is [F:1][C:2]1[CH:3]=[C:4]([N+:9]([O-:11])=[O:10])[CH:5]=[CH:6][C:7]=1[N:16]1[CH2:17][CH2:18][N:13]([CH3:12])[CH2:14][CH2:15]1. The yield is 0.970. (6) The reactants are [Br:1][C:2]1[CH:3]=[C:4]([OH:8])[CH:5]=[N:6][CH:7]=1.C([O-])([O-])=O.[K+].[K+].I[CH2:16][CH3:17]. The catalyst is CN(C=O)C. The product is [Br:1][C:2]1[CH:7]=[N:6][CH:5]=[C:4]([O:8][CH2:16][CH3:17])[CH:3]=1. The yield is 0.540.